Dataset: Forward reaction prediction with 1.9M reactions from USPTO patents (1976-2016). Task: Predict the product of the given reaction. (1) Given the reactants [Br:1][C:2]1[CH:3]=[CH:4]/[C:5](=[N:13]/S(C2C=CC(C)=CC=2)(=O)=O)/[N:6]([CH2:9][C:10]([NH2:12])=O)[C:7]=1[CH3:8].[F:24][C:25]([F:36])([F:35])[C:26](O[C:26](=[O:27])[C:25]([F:36])([F:35])[F:24])=[O:27], predict the reaction product. The product is: [Br:1][C:2]1[CH:3]=[CH:4][C:5]2[N:6]([CH:9]=[C:10]([NH:12][C:26](=[O:27])[C:25]([F:36])([F:35])[F:24])[N:13]=2)[C:7]=1[CH3:8]. (2) Given the reactants [Cl:1][C:2]1[CH:9]=[CH:8][C:5]([CH:6]=O)=[CH:4][C:3]=1[O:10][CH3:11].[N+:12]([CH3:15])([O-:14])=[O:13].[OH-].[Na+], predict the reaction product. The product is: [Cl:1][C:2]1[CH:9]=[CH:8][C:5]([CH:6]=[CH:15][N+:12]([O-:14])=[O:13])=[CH:4][C:3]=1[O:10][CH3:11]. (3) Given the reactants [CH:1]1([CH2:7][C@H:8]([N:22]2[CH2:26][C:25](=[O:27])[CH2:24][C:23]2=[O:28])[C:9]([NH:11][C:12]2[CH:16]=[CH:15][N:14]([CH2:17][C:18]([OH:21])([CH3:20])[CH3:19])[N:13]=2)=[O:10])[CH2:6][CH2:5][CH2:4][CH2:3][CH2:2]1.O.[C:30]1(C)[CH:35]=CC(S(O)(=O)=O)=C[CH:31]=1, predict the reaction product. The product is: [CH:1]1([CH2:7][C@H:8]([N:22]2[CH2:26][C:25]([O:27][CH2:31][CH2:30][CH3:35])=[CH:24][C:23]2=[O:28])[C:9]([NH:11][C:12]2[CH:16]=[CH:15][N:14]([CH2:17][C:18]([OH:21])([CH3:19])[CH3:20])[N:13]=2)=[O:10])[CH2:6][CH2:5][CH2:4][CH2:3][CH2:2]1. (4) The product is: [CH3:3][O:4][C:5]1[N:10]=[CH:9][C:8]([CH2:11][CH2:12][N:13]2[C:17](=[O:18])[CH2:16][C:15]([CH3:23])([CH3:14])[CH2:21][C:20]2=[O:19])=[CH:7][CH:6]=1. Given the reactants Cl.Cl.[CH3:3][O:4][C:5]1[N:10]=[CH:9][C:8]([CH2:11][CH2:12][NH2:13])=[CH:7][CH:6]=1.[CH3:14][C:15]1([CH3:23])[CH2:21][C:20](=O)[O:19][C:17](=[O:18])[CH2:16]1.C(N(CC)CC)C.C(N1C=CN=C1)(N1C=CN=C1)=O, predict the reaction product. (5) Given the reactants [CH3:1][O:2][C:3](=[O:25])[CH2:4][C:5]1[C:14]([CH3:15])=[C:13](OS(C(F)(F)F)(=O)=O)[C:12]2[C:7](=[CH:8][CH:9]=[C:10]([Cl:24])[CH:11]=2)[CH:6]=1.C1(P(C2C=CC=CC=2)C2C=CC=CC=2)C=CC=CC=1.[CH3:45][O:46][C:47]1[CH:66]=[CH:65][C:50]([CH2:51][NH:52][S:53]([C:56]2[CH:61]=[CH:60][C:59](B(O)O)=[CH:58][CH:57]=2)(=[O:55])=[O:54])=[CH:49][CH:48]=1.C(=O)([O-])[O-].[Na+].[Na+], predict the reaction product. The product is: [CH3:1][O:2][C:3](=[O:25])[CH2:4][C:5]1[C:14]([CH3:15])=[C:13]([C:59]2[CH:58]=[CH:57][C:56]([S:53](=[O:54])(=[O:55])[NH:52][CH2:51][C:50]3[CH:49]=[CH:48][C:47]([O:46][CH3:45])=[CH:66][CH:65]=3)=[CH:61][CH:60]=2)[C:12]2[C:7](=[CH:8][CH:9]=[C:10]([Cl:24])[CH:11]=2)[CH:6]=1. (6) Given the reactants [Cl:1][C:2]1[CH:3]=[C:4]([B:8]([OH:10])[OH:9])[CH:5]=[CH:6][CH:7]=1.O[C:12]([C:15](O)([CH3:17])[CH3:16])([CH3:14])[CH3:13], predict the reaction product. The product is: [Cl:1][C:2]1[CH:3]=[C:4]([B:8]2[O:10][C:15]([CH3:17])([CH3:16])[C:12]([CH3:14])([CH3:13])[O:9]2)[CH:5]=[CH:6][CH:7]=1. (7) Given the reactants Cl.[C:2]([C:6]1[CH:26]=[CH:25][C:9]([CH2:10][NH:11][CH2:12][CH2:13][C:14]2[CH:19]=[C:18]([C:20]([F:23])([F:22])[F:21])[CH:17]=[C:16]([F:24])[CH:15]=2)=[CH:8][CH:7]=1)([CH3:5])([CH3:4])[CH3:3].[Cl:27][C:28]1[C:29]([F:41])=[C:30]([CH:34]=[C:35]([C:37]([F:40])([F:39])[F:38])[CH:36]=1)[C:31](O)=[O:32].CCN(CC)CC, predict the reaction product. The product is: [C:2]([C:6]1[CH:7]=[CH:8][C:9]([CH2:10][N:11]([CH2:12][CH2:13][C:14]2[CH:19]=[C:18]([C:20]([F:23])([F:21])[F:22])[CH:17]=[C:16]([F:24])[CH:15]=2)[C:31](=[O:32])[C:30]2[CH:34]=[C:35]([C:37]([F:38])([F:39])[F:40])[CH:36]=[C:28]([Cl:27])[C:29]=2[F:41])=[CH:25][CH:26]=1)([CH3:5])([CH3:3])[CH3:4]. (8) Given the reactants [N:1]1([C:6]2[C:7]3[NH:14][CH:13]=[C:12]([C:15]([O:17]CC)=[O:16])[C:8]=3[N:9]=[CH:10][N:11]=2)[CH:5]=[CH:4][CH:3]=[N:2]1.O[Li].O.CO, predict the reaction product. The product is: [N:1]1([C:6]2[C:7]3[NH:14][CH:13]=[C:12]([C:15]([OH:17])=[O:16])[C:8]=3[N:9]=[CH:10][N:11]=2)[CH:5]=[CH:4][CH:3]=[N:2]1. (9) Given the reactants [CH:1]1([C:4]#[CH:5])[CH2:3][CH2:2]1.Cl[C:7]([O:9][CH3:10])=[O:8], predict the reaction product. The product is: [CH3:10][O:9][C:7](=[O:8])[C:5]#[C:4][CH:1]1[CH2:3][CH2:2]1.